From a dataset of Experimentally validated miRNA-target interactions with 360,000+ pairs, plus equal number of negative samples. Binary Classification. Given a miRNA mature sequence and a target amino acid sequence, predict their likelihood of interaction. (1) The miRNA is hsa-miR-4496 with sequence GAGGAAACUGAAGCUGAGAGGG. The protein sequence of the target gene is MQNNEIIKPAKYFSELEKSILLALVEKYKYVLECKKSDARTIALKQRTWQALAHEYNSQPSVSLRDFKQLKKCWENIKARTKKIMAHERREKVKRSVSPLLSTHVLGKEKIASMLPEQLYFLQSPPEEEPEYHPDASAQESFAVSNRELCDDEKEFIHFPVCEGTSQPEPSCSAVRITANKNYRSKTSQEGALKKMHEEEHHQQMSILQLQLIQMNEVHVAKIQQIERECEMAEEEHRIKMEVLNKKKMYWERKLQTFTKEWPVSSFNRPFPNSP. Result: 1 (interaction). (2) The miRNA is hsa-miR-4505 with sequence AGGCUGGGCUGGGACGGA. The protein sequence of the target gene is MAEASPHPGRYFCHCCSVEIVPRLPDYICPRCESGFIEELPEETRSTENGSAPSTAPTDQSRPPLEHVDQHLFTLPQGYGQFAFGIFDDSFEIPTFPPGAQADDGRDPESRRERDHPSRHRYGARQPRARLTTRRATGRHEGVPTLEGIIQQLVNGIITPATIPSLGPWGVLHSNPMDYAWGANGLDAIITQLLNQFENTGPPPADKEKIQALPTVPVTEEHVGSGLECPVCKDDYALGERVRQLPCNHLFHDGCIVPWLEQHDSCPVCRKSLTGQNTATNPPGLTGVSFSSSSSSSSSS.... Result: 1 (interaction). (3) The miRNA is hsa-miR-4767 with sequence CGCGGGCGCUCCUGGCCGCCGCC. The protein sequence of the target gene is MAVNVYSTSVTSDNLSRHDMLAWINESLQLNLTKIEQLCSGAAYCQFMDMLFPGSIALKKVKFQAKLEHEYIQNFKILQAGFKRMGVDKIIPVDKLVKGKFQDNFEFVQWFKKFFDANYDGKDYDPVAARQGQETAVAPSLVAPALNKPKKPLTSSSAAPQRPISTQRTAAAPKAGPGVVRKNPGVGNGDDEAAELMQQVNVLKLTVEDLEKERDFYFGKLRNIELICQENEGENDPVLQRIVDILYATDEGFVIPDEGGPQEEQEEY. Result: 0 (no interaction). (4) The miRNA is hsa-miR-4793-5p with sequence ACAUCCUGCUCCACAGGGCAGAGG. The protein sequence of the target gene is MVKVTFNSALAQKEAKKDEPKSSEEALIVPPDAVAVDCKDPGDVVPVGQRRAWCWCMCFGLAFMLAGVILGGAYLYKYFALQPDDVYYCGLKYIKDDVILNEPSADAPAARYQTIEENIKIFEEDAVEFISVPVPEFADSDPANIVHDFNKKLTAYLDLNLDKCYVIPLNTSIVMPPKNLLELLINIKAGTYLPQSYLIHEHMVITDRIENVDNLGFFIYRLCHDKETYKLQRRETIRGIQKREASNCFTIRHFENKFAVETLICS. Result: 0 (no interaction). (5) The protein sequence of the target gene is MQARRLAKRPSLGSRRGGAAPAPAPEAAALGLPPPGPSPAAAPGSWRPPLPPPRGTGPSRAAAASSPVLLLLGEEDEDEEGAGRRRRTRGRVTEKPRGVAEEEDDDEEEDEEVVVEVVDGDEDDEDAEERFVPLGPGRALPKGPARGAVKVGSFKREMTFTFQSEDFRRDSSKKPSHHLFPLAMEEDVRTADTKKTSRVLDQEKETRSVCLLEQKRKVVSSNIDVPPARKSSEELDMDKVTAAMVLTSLSTSPLVRSPPVRPNEGLSGSWKEGAPSSSSSSGYWSWSAPSDQSNPSTPSP.... The miRNA is mmu-miR-15a-5p with sequence UAGCAGCACAUAAUGGUUUGUG. Result: 1 (interaction). (6) The miRNA is hsa-miR-1238-5p with sequence GUGAGUGGGAGCCCCAGUGUGUG. The protein sequence of the target gene is MDGPAIITQVTNPKEDEGRLPGAGEKASQCNVSLKKQRSRSILSSFFCCFRDYNVEAPPPSSPSVLPPLVEENGGLQKGDQRQVIPIPSPPAKYLLPEVTVLDYGKKCVVIDLDETLVHSSFKPISNADFIVPVEIDGTIHQVYVLKRPHVDEFLQRMGQLFECVLFTASLAKYADPVADLLDRWGVFRARLFRESCVFHRGNYVKDLSRLGRELSKVIIVDNSPASYIFHPENAVPVQSWFDDMTDTELLDLIPFFEGLSREDDVYSMLHRLCNR. Result: 0 (no interaction). (7) The miRNA is hsa-miR-6843-3p with sequence AUGGUCUCCUGUUCUCUGCAG. The protein sequence of the target gene is MEVRGSFLAACRRRMATWRKNRDKDGFSNPGYRVRQKDLGMIHKAAIAGDVNKVMESILLRLNDLNDRDKKNRTALLLACAHGRPGVVADLVARKCQLNLTDSENRTALIKAVQCQEEVCASILLEHGANPNVRDMYGNTALHYAIDNENISMARKLLAYGADIEARSQDGHTSLLLAVNRKKEQMVAFLLKKKPDLTAIDNFGRTALILAARNGSTSVVYQLLQHNIDVFCQDISGWTAEDYAVASKFQAIRGMISEYKANKRCKSLQNSNSEQDLEMTSEGEQERLEGCESSQPQVEE.... Result: 0 (no interaction). (8) The miRNA is mmu-miR-362-3p with sequence AACACACCUGUUCAAGGAUUCA. The protein sequence of the target gene is MSELEQLRQEAEQLRNQIQDARKACNDATLVQITSNMDSVGRIQMRTRRTLRGHLAKIYAMHWGYDSRLLVSASQDGKLIIWDSYTTNKMHAIPLRSSWVMTCAYAPSGNYVACGGLDNICSIYNLKTREGNVRVSRELPGHTGYLSCCRFLDDGQIITSSGDTTCALWDIETGQQTTTFTGHSGDVMSLSLSPDLKTFVSGACDASSKLWDIRDGMCRQSFTGHISDINAVSFFPSGYAFATGSDDATCRLFDLRADQELLLYSHDNIICGITSVAFSKSGRLLLAGYDDFNCSVWDAL.... Result: 1 (interaction). (9) The protein sequence of the target gene is MATAVRAVGCLPVLCSGTAGHLLGRQCSLNTLPAASILAWKSVLGNGHLSSLGTRDTHPYASLSRALQTQCCISSPSHLMSQQYRPYSFFTKLTADELWKGALAETGAGAKKGRGKRTKKKKRKDLNRGQIIGEGRYGFLWPGLNVPLMKNGAVQTIAQRSKEEQEKVEADMIQQREEWDRKKKMKVKRERGWSGNSWGGISLGPPDPGPCGETYEDFDTRILEVRNVFTMTAKEGRKKSIRVLVAVGNGKGAAGFSIGKATDRMDAFRKAKNRAVHHLHYIERYEDHTIFHDISLRFKR.... The miRNA is hsa-miR-548c-5p with sequence AAAAGUAAUUGCGGUUUUUGCC. Result: 1 (interaction). (10) The miRNA is mmu-miR-1192 with sequence AAACAAACAAACAGACCAAAUU. The protein sequence of the target gene is MPPKFKRHLNDDDVTGSVKSERRNLLEDDSDEEEDFFLRGPSGPRFGPRNDKIKHVQNQVDEVIDVMQENITKVIERGERLDELQDKSESLSDNATAFSNRSKQLRRQMWWRGCKIKAIMALAAAILLLMIIILIVVKFRT. Result: 1 (interaction).